Dataset: Experimentally validated miRNA-target interactions with 360,000+ pairs, plus equal number of negative samples. Task: Binary Classification. Given a miRNA mature sequence and a target amino acid sequence, predict their likelihood of interaction. (1) The miRNA is hsa-miR-335-5p with sequence UCAAGAGCAAUAACGAAAAAUGU. The protein sequence of the target gene is MGKITFYEDRAFQGRSYETTTDCPNLQPYFSRCNSIRVESGCWMLYERPNYQGQQYLLRRGEYPDYQQWMGLSDSIRSCCLIPQTVSHRLRLYEREDHKGLMMELSEDCPSIQDRFHLSEIRSLHVLEGCWVLYELPNYRGRQYLLRPQEYRRCQDWGAMDAKAGSLRRVVDLY. Result: 1 (interaction). (2) The miRNA is hsa-miR-1-3p with sequence UGGAAUGUAAAGAAGUAUGUAU. The protein sequence of the target gene is MGRSRSRSSSRSKHTKSSKHNKKRSRSRSRSRDKERVRKRSKSRESKRNRRRESRSRSRSTNTAVSRRERDRERASSPPDRIDIFGRTVSKRSSLDEKQKREEEEKKAEFERQRKIRQQEIEEKLIEEETARRVEELVAKRVEEELEKRKDEIEREVLRRVEEAKRIMEKQLLEELERQRQAELAAQKAREEEERAKREELERILEENNRKIAEAQAKLAEEQLRIVEEQRKIHEERMKLEQERQRQQKEEQKIILGKGKSRPKLSFSLKTQD. Result: 1 (interaction). (3) Result: 1 (interaction). The protein sequence of the target gene is MSPLKIHGPIRIRSMQTGITKWKEGSFEIVEKENKVSLVVHYNTGGIPRIFQLSHNIKNVVLRPSGAKQSRLMLTLQDNSFLSIDKVPSKDAEEMRLFLDAVHQNRLPAAMKPSQGSGSFGAILGSRTSQKETSRQLSYSDNQASAKRGSLETKDDIPFRKVLGNPGRGSIKTVAGSGIARTIPSLTSTSTPLRSGLLENRTEKRKRMISTGSELNEDYPKENDSSSNNKAMTDPSRKYLTSSREKQLSLKQSEENRTSGLLPLQSSSFYGSRAGSKEHSSGGTNLDRTNVSSQTPSAKR.... The miRNA is hsa-miR-4280 with sequence GAGUGUAGUUCUGAGCAGAGC. (4) The miRNA is hsa-miR-5093 with sequence AGGAAAUGAGGCUGGCUAGGAGC. The protein sequence of the target gene is MDQPSGRSFMQVLCEKYSPENFPYRRGPGMGVHVPATPQGSPMKDRLNLPSVLVLNSCGITCAGDEKEIAAFCAHVSELDLSDNKLEDWHEVSKIVSNVPQLEFLNLSSNPLNLSVLERTCAGSFSGVRKLVLNNSKASWETVHMILQELPDLEELFLCLNDYETVSCPSICCHSLKLLHITDNNLQDWTEIRKLGVMFPSLDTLVLANNHLNAIEEPDDSLARLFPNLRSISLHKSGLQSWEDIDKLNSFPKLEEVRLLGIPLLQPYTTEERRKLVIARLPSVSKLNGSVVTDGEREDS.... Result: 1 (interaction). (5) The miRNA is cel-miR-80-3p with sequence UGAGAUCAUUAGUUGAAAGCCGA. The protein sequence of the target gene is MAAVKKEGGALSEAMSLEGDEWELSKENVQPLRQGRIMSTLQGALAQESACNNTLQQQKRAFEYEIRFYTGNDPLDVWDRYISWTEQNYPQGGKESNMSTLLERAVEALQGEKRYYSDPRFLNLWLKLGRLCNEPLDMYSYLHNQGIGVSLAQFYISWAEEYEARENFRKADAIFQEGIQQKAEPLERLQSQHRQFQARVSRQTLLALEKEEEEEVFESSVPQRSTLAELKSKGKKTARAPIIRVGGALKAPSQNRGLQNPFPQQMQNNSRITVFDENADEASTAELSKPTVQPWIAPPM.... Result: 0 (no interaction). (6) The protein sequence of the target gene is MGSGAGELGRAERLPVLFLFLLSLFCPALCEQIRYRIPEEMPKGSVVGNLATDLGFSVQELPTRKLRVSSEKPYFTVSAESGELLVSSRLDREEICGKKPACALEFEAVAENPLNFYHVNVEIEDINDHTPKFTQNSFELQISESAQPGTRFILGSAHDADIGSNTLQNYQLSPSDHFSLINKEKSDGSKYPEMVLKTPLDREKQKSYHLTLTALDFGAPPLSSTAQIHVLVTDANDNAPVFSQDVYRVSLSENVYPGTTVLQVTATDQDEGVNAEITFSFSEASQITQFDLNSNTGEIT.... The miRNA is hsa-miR-608 with sequence AGGGGUGGUGUUGGGACAGCUCCGU. Result: 0 (no interaction).